This data is from Catalyst prediction with 721,799 reactions and 888 catalyst types from USPTO. The task is: Predict which catalyst facilitates the given reaction. (1) Reactant: [OH:1][C:2]([C:23]1[S:24][CH:25]=[CH:26][CH:27]=1)([C:18]1[S:19][CH:20]=[CH:21][CH:22]=1)[C:3]([O:5][C@H:6]1[CH2:11][CH2:10][C@H:9]([N:12]([CH3:17])[CH2:13][CH2:14][NH:15][CH3:16])[CH2:8][CH2:7]1)=[O:4].C([O:30][C:31](=O)[CH2:32][O:33][C:34]1[CH:39]=[CH:38][C:37]([CH2:40][OH:41])=[CH:36][CH:35]=1)C.[O-]S([O-])(=O)=O.[Mg+2]. Product: [OH:1][C:2]([C:18]1[S:19][CH:20]=[CH:21][CH:22]=1)([C:23]1[S:24][CH:25]=[CH:26][CH:27]=1)[C:3]([O:5][C@H:6]1[CH2:7][CH2:8][C@H:9]([N:12]([CH2:13][CH2:14][N:15]([C:31](=[O:30])[CH2:32][O:33][C:34]2[CH:39]=[CH:38][C:37]([CH2:40][OH:41])=[CH:36][CH:35]=2)[CH3:16])[CH3:17])[CH2:10][CH2:11]1)=[O:4]. The catalyst class is: 14. (2) Reactant: P([O-])([O-])([O-])=O.[K+].[K+].[K+].C1(P(C2CCCCC2)C2C=CC=CC=2[C:22]2[C:27]([O:28][CH3:29])=[CH:26][CH:25]=[CH:24][C:23]=2OC)CCCCC1.Cl[C:39]1[CH:44]=[CH:43][C:42]([CH2:45][C:46]([O:48][CH3:49])=[O:47])=[C:41]([O:50][CH3:51])[CH:40]=1.[OH:52][C:53]1[C:65]([C:66]([F:69])([F:68])[F:67])=[C:64](COC2C=CC(B3OC(C)(C)C(C)(C)O3)=CC=2)[CH:63]=[CH:62][C:54]=1[C:55]([O:57][C:58]([CH3:61])([CH3:60])[CH3:59])=[O:56]. Product: [OH:52][C:53]1[C:65]([C:66]([F:69])([F:67])[F:68])=[CH:64][CH:63]=[C:62]([CH2:29][O:28][C:27]2[CH:22]=[CH:23][C:24]([C:39]3[CH:44]=[CH:43][C:42]([CH2:45][C:46]([O:48][CH3:49])=[O:47])=[C:41]([O:50][CH3:51])[CH:40]=3)=[CH:25][CH:26]=2)[C:54]=1[C:55]([O:57][C:58]([CH3:59])([CH3:60])[CH3:61])=[O:56]. The catalyst class is: 493. (3) Reactant: Cl.[F:2][C:3]1[CH:4]=[C:5]([CH:45]=[CH:46][CH:47]=1)[CH2:6][N:7]1[CH:11]=[C:10]([C:12]2[C:20]3[C:15](=[N:16][CH:17]=[C:18]([C:21]4[CH:26]=[CH:25][C:24]([N:27]5[CH2:32][CH2:31][NH:30][CH2:29][CH2:28]5)=[CH:23][C:22]=4[O:33][CH3:34])[CH:19]=3)[N:14]([S:35]([C:38]3[CH:44]=[CH:43][C:41]([CH3:42])=[CH:40][CH:39]=3)(=[O:37])=[O:36])[CH:13]=2)[CH:9]=[N:8]1.[CH3:48][C@H:49]1[CH2:51][O:50]1.CCN(C(C)C)C(C)C. The catalyst class is: 8. Product: [F:2][C:3]1[CH:4]=[C:5]([CH:45]=[CH:46][CH:47]=1)[CH2:6][N:7]1[CH:11]=[C:10]([C:12]2[C:20]3[C:15](=[N:16][CH:17]=[C:18]([C:21]4[CH:26]=[CH:25][C:24]([N:27]5[CH2:28][CH2:29][N:30]([CH2:48][C@@H:49]([OH:50])[CH3:51])[CH2:31][CH2:32]5)=[CH:23][C:22]=4[O:33][CH3:34])[CH:19]=3)[N:14]([S:35]([C:38]3[CH:44]=[CH:43][C:41]([CH3:42])=[CH:40][CH:39]=3)(=[O:36])=[O:37])[CH:13]=2)[CH:9]=[N:8]1. (4) Reactant: [NH2:1][CH2:2][C:3]([OH:5])=[O:4].[CH3:6][CH2:7][C:8]1[C:17]2[CH2:18][N:19]3[C:24](=[O:25])[C:23]4[CH2:26][O:27][C:28]([C@:30]([OH:33])([CH2:31][CH3:32])[C:22]=4[CH:21]=[C:20]3[C:16]=2[N:15]=[C:14]2[C:9]=1[CH:10]=[C:11]([O:34][C:35]([N:37]1[CH2:42][CH2:41][CH:40]([N:43]3[CH2:48][CH2:47][CH2:46][CH2:45][CH2:44]3)[CH2:39][CH2:38]1)=[O:36])[CH:12]=[CH:13]2)=[O:29].O[C:50]1C=CC=CC=1CC1N=NNC=1.C1(N=C=NC2CCCCC2)CCCCC1. Product: [CH3:10][C:11]([O:34][C:35]([NH:1][CH2:2][C:3]([OH:5])=[O:4])=[O:36])([CH3:50])[CH3:12].[CH3:6][CH2:7][C:8]1[C:17]2[CH2:18][N:19]3[C:24](=[O:25])[C:23]4[CH2:26][O:27][C:28]([C@:30]([OH:33])([CH2:31][CH3:32])[C:22]=4[CH:21]=[C:20]3[C:16]=2[N:15]=[C:14]2[C:9]=1[CH:10]=[C:11]([O:34][C:35]([N:37]1[CH2:38][CH2:39][CH:40]([N:43]3[CH2:48][CH2:47][CH2:46][CH2:45][CH2:44]3)[CH2:41][CH2:42]1)=[O:36])[CH:12]=[CH:13]2)=[O:29]. The catalyst class is: 143. (5) Reactant: [Cl:1][C:2]1[CH:7]=[CH:6][N:5]=[C:4]2[NH:8][C:9]([C:11]3[CH:16]=[CH:15][C:14]([CH2:17][N:18]4[CH2:23][CH2:22][O:21][CH2:20][CH2:19]4)=[CH:13][CH:12]=3)=[N:10][C:3]=12.[C:24]([CH2:26][C:27]1[CH:32]=[CH:31][C:30](B(O)O)=[CH:29][CH:28]=1)#[N:25].C(=O)([O-])[O-].[Na+].[Na+]. Product: [ClH:1].[N:18]1([CH2:17][C:14]2[CH:15]=[CH:16][C:11]([C:9]3[NH:8][C:4]4=[N:5][CH:6]=[CH:7][C:2]([C:30]5[CH:31]=[CH:32][C:27]([CH2:26][C:24]#[N:25])=[CH:28][CH:29]=5)=[C:3]4[N:10]=3)=[CH:12][CH:13]=2)[CH2:23][CH2:22][O:21][CH2:20][CH2:19]1. The catalyst class is: 140. (6) The catalyst class is: 14. Reactant: F[C:2]1[CH:10]=[CH:9][C:5]([C:6]([OH:8])=[O:7])=[CH:4][C:3]=1[N+:11]([O-:13])=[O:12].[CH3:14][NH:15][CH3:16]. Product: [CH3:14][N:15]([CH3:16])[C:2]1[CH:10]=[CH:9][C:5]([C:6]([OH:8])=[O:7])=[CH:4][C:3]=1[N+:11]([O-:13])=[O:12]. (7) Reactant: Cl.Cl.[CH3:3][C:4]1[CH:9]=[CH:8][C:7]([S:10]([O:13][CH2:14][C@@H:15]2[O:20][C:19]3[C:21]([NH2:26])=[C:22]([NH2:25])[CH:23]=[CH:24][C:18]=3[O:17][CH2:16]2)(=[O:12])=[O:11])=[CH:6][CH:5]=1.[F:27][C:28]([F:33])([F:32])[C:29](O)=O. Product: [CH3:3][C:4]1[CH:9]=[CH:8][C:7]([S:10]([O:13][CH2:14][CH:15]2[O:20][C:19]3[C:18](=[CH:24][CH:23]=[C:22]4[NH:25][C:29]([C:28]([F:33])([F:32])[F:27])=[N:26][C:21]4=3)[O:17][CH2:16]2)(=[O:12])=[O:11])=[CH:6][CH:5]=1. The catalyst class is: 2. (8) Reactant: C(OC(N1CC[C@H]([C@@H](C2CCCCC2)O)C1)=O)(C)(C)C.[C:21]([O:25][C:26]([N:28]1[CH2:32][CH2:31][C@H:30]([CH:33]=[O:34])[CH2:29]1)=[O:27])([CH3:24])([CH3:23])[CH3:22].[Li+].C[Si]([N-][Si](C)(C)C)(C)C.[F:45][C:46]1([F:55])[CH2:51][CH2:50][CH:49](C(Cl)=O)[CH2:48][CH2:47]1.S(C)C. Product: [C:21]([O:25][C:26]([N:28]1[CH2:32][CH2:31][CH:30]([CH:33]([CH:49]2[CH2:50][CH2:51][C:46]([F:55])([F:45])[CH2:47][CH2:48]2)[OH:34])[CH2:29]1)=[O:27])([CH3:24])([CH3:23])[CH3:22]. The catalyst class is: 1. (9) Reactant: [NH2:1][C:2]1[N:7]=[CH:6][C:5]([C:8]#[N:9])=[CH:4][CH:3]=1.[CH3:10][C:11]1[C:15]([CH2:16][O:17][C:18]2[CH:23]=[CH:22][C:21]([S:24](Cl)(=[O:26])=[O:25])=[CH:20][CH:19]=2)=[C:14]([CH3:28])[O:13][N:12]=1. Product: [C:8]([C:5]1[CH:4]=[CH:3][C:2]([NH:1][S:24]([C:21]2[CH:20]=[CH:19][C:18]([O:17][CH2:16][C:15]3[C:11]([CH3:10])=[N:12][O:13][C:14]=3[CH3:28])=[CH:23][CH:22]=2)(=[O:25])=[O:26])=[N:7][CH:6]=1)#[N:9]. The catalyst class is: 17. (10) Reactant: [F:1][C:2]1[CH:7]=[C:6]([N+:8]([O-])=O)[CH:5]=[CH:4][C:3]=1[N:11]1[CH:15]=[CH:14][C:13]([C:16]2[CH:21]=[CH:20][CH:19]=[CH:18][N:17]=2)=[N:12]1.[H][H]. Product: [F:1][C:2]1[CH:7]=[C:6]([CH:5]=[CH:4][C:3]=1[N:11]1[CH:15]=[CH:14][C:13]([C:16]2[CH:21]=[CH:20][CH:19]=[CH:18][N:17]=2)=[N:12]1)[NH2:8]. The catalyst class is: 29.